This data is from Full USPTO retrosynthesis dataset with 1.9M reactions from patents (1976-2016). The task is: Predict the reactants needed to synthesize the given product. (1) Given the product [N:10]1[CH:9]=[CH:8][C:7]([C:5]2[CH:6]=[N:2][N:3]([CH2:33][C:32]([F:37])([F:36])[F:31])[C:4]=2[C:13]2[CH:30]=[CH:29][C:16]([O:17][CH2:18][C:19]3[CH:28]=[CH:27][C:26]4[C:21](=[CH:22][CH:23]=[CH:24][CH:25]=4)[N:20]=3)=[CH:15][CH:14]=2)=[CH:12][CH:11]=1, predict the reactants needed to synthesize it. The reactants are: C[N:2]1[CH:6]=[C:5]([C:7]2[CH:12]=[CH:11][N:10]=[CH:9][CH:8]=2)[C:4]([C:13]2[CH:30]=[CH:29][C:16]([O:17][CH2:18][C:19]3[CH:28]=[CH:27][C:26]4[C:21](=[CH:22][CH:23]=[CH:24][CH:25]=4)[N:20]=3)=[CH:15][CH:14]=2)=[N:3]1.[F:31][C:32]([F:37])([F:36])[CH2:33]NN. (2) Given the product [ClH:22].[CH2:19]([C:12]([NH:11][CH3:9])([CH2:17][CH3:18])[C:13]([O:15][CH3:16])=[O:14])[CH3:20], predict the reactants needed to synthesize it. The reactants are: C(O[C:9]([N:11](C)[C:12]([CH2:19][CH3:20])([CH2:17][CH3:18])[C:13]([O:15][CH3:16])=[O:14])=O)C1C=CC=CC=1.[ClH:22].CO. (3) Given the product [F:33][C:2]([F:1])([F:32])[C:3]1[N:8]=[CH:7][C:6]([NH:9][C:10]2[N:15]=[N:14][C:13]([C:16]3[CH:21]=[CH:20][C:19]([CH:22]4[CH2:23][CH2:24][CH:25]([CH2:28][C:29]#[N:31])[CH2:26][CH2:27]4)=[CH:18][CH:17]=3)=[CH:12][CH:11]=2)=[CH:5][CH:4]=1, predict the reactants needed to synthesize it. The reactants are: [F:1][C:2]([F:33])([F:32])[C:3]1[N:8]=[CH:7][C:6]([NH:9][C:10]2[N:15]=[N:14][C:13]([C:16]3[CH:21]=[CH:20][C:19]([CH:22]4[CH2:27][CH2:26][CH:25]([CH2:28][C:29]([NH2:31])=O)[CH2:24][CH2:23]4)=[CH:18][CH:17]=3)=[CH:12][CH:11]=2)=[CH:5][CH:4]=1.FC(F)(F)C(OC(=O)C(F)(F)F)=O.C(N(CC)CC)C. (4) Given the product [Cl:1][C:2]1[C:11]2[C:6](=[CH:7][C:8]([Cl:12])=[CH:9][CH:10]=2)[N:5]=[CH:4][C:3]=1[C:13](=[O:14])[CH3:19], predict the reactants needed to synthesize it. The reactants are: [Cl:1][C:2]1[C:11]2[C:6](=[CH:7][C:8]([Cl:12])=[CH:9][CH:10]=2)[N:5]=[CH:4][C:3]=1[C:13](N(OC)C)=[O:14].[CH3:19][Li].